This data is from Full USPTO retrosynthesis dataset with 1.9M reactions from patents (1976-2016). The task is: Predict the reactants needed to synthesize the given product. (1) Given the product [CH3:1][O:2][C:3](=[O:12])[C:4]1[CH:9]=[CH:8][C:7]([CH2:10][NH:11][C:20]([O:22][C:23]([CH3:26])([CH3:25])[CH3:24])=[O:21])=[CH:6][CH:5]=1, predict the reactants needed to synthesize it. The reactants are: [CH3:1][O:2][C:3](=[O:12])[C:4]1[CH:9]=[CH:8][C:7]([CH2:10][NH2:11])=[CH:6][CH:5]=1.C(N(CC)CC)C.[C:20](O[C:20]([O:22][C:23]([CH3:26])([CH3:25])[CH3:24])=[O:21])([O:22][C:23]([CH3:26])([CH3:25])[CH3:24])=[O:21].O. (2) Given the product [Cl:18][C:5]1[CH:4]=[C:3]([CH2:2][Cl:1])[N:8]=[C:7]([C:9]2[CH:14]=[CH:13][CH:12]=[CH:11][N:10]=2)[N:6]=1, predict the reactants needed to synthesize it. The reactants are: [Cl:1][CH2:2][C:3]1[N:8]=[C:7]([C:9]2[CH:14]=[CH:13][CH:12]=[CH:11][N:10]=2)[N:6]=[C:5](O)[CH:4]=1.P(Cl)(Cl)([Cl:18])=O. (3) The reactants are: [C:1]([N:4]1[CH2:9][CH2:8][N:7]([CH2:10][CH2:11][CH2:12][O:13][C:14]2[CH:19]=[CH:18][C:17]([CH:20]3[CH2:25][CH2:24][N:23]([C:26]4[CH:27]=[CH:28][C:29]5[N:30]([C:32]([C:35]([F:38])([F:37])[F:36])=[N:33][N:34]=5)[N:31]=4)[CH2:22][CH2:21]3)=[CH:16][CH:15]=2)[CH2:6][CH2:5]1)(=[O:3])[CH3:2].C([O-])=O.[NH4+]. Given the product [C:1]([N:4]1[CH2:5][CH2:6][N:7]([CH2:10][CH2:11][CH2:12][O:13][C:14]2[CH:15]=[CH:16][C:17]([CH:20]3[CH2:21][CH2:22][N:23]([C:26]4[CH2:27][CH2:28][C:29]5[N:30]([C:32]([C:35]([F:36])([F:37])[F:38])=[N:33][N:34]=5)[N:31]=4)[CH2:24][CH2:25]3)=[CH:18][CH:19]=2)[CH2:8][CH2:9]1)(=[O:3])[CH3:2], predict the reactants needed to synthesize it. (4) The reactants are: [CH2:1]([N:8]([CH2:16][C@H:17]1[CH2:21][CH2:20][C:19](=[O:22])[NH:18]1)[CH2:9][CH2:10]OS(C)(=O)=O)[C:2]1[CH:7]=[CH:6][CH:5]=[CH:4][CH:3]=1.[H-].[Na+]. Given the product [CH2:1]([N:8]1[CH2:9][CH2:10][N:18]2[C:19](=[O:22])[CH2:20][CH2:21][C@@H:17]2[CH2:16]1)[C:2]1[CH:7]=[CH:6][CH:5]=[CH:4][CH:3]=1, predict the reactants needed to synthesize it. (5) Given the product [F:1][C:2]1[CH:3]=[C:4]2[C:9](=[C:10]([N:12]3[CH2:17][CH2:16][N:15]([CH3:18])[CH2:14][CH2:13]3)[CH:11]=1)[O:8][CH:7]([C:19]([NH:21][C:22]1[CH:27]=[CH:26][C:25]([C:40]3[O:39][N:38]=[C:37]([CH3:36])[N:41]=3)=[CH:24][CH:23]=1)=[O:20])[CH2:6][CH2:5]2, predict the reactants needed to synthesize it. The reactants are: [F:1][C:2]1[CH:3]=[C:4]2[C:9](=[C:10]([N:12]3[CH2:17][CH2:16][N:15]([CH3:18])[CH2:14][CH2:13]3)[CH:11]=1)[O:8][CH:7]([C:19]([NH:21][C:22]1[CH:27]=[CH:26][C:25](N3C(=O)CN(C)C3=O)=[CH:24][CH:23]=1)=[O:20])[CH2:6][CH2:5]2.[CH3:36][C:37]1[N:41]=[C:40](C2C=CC(N)=CC=2)[O:39][N:38]=1. (6) Given the product [C:38]([O:37][C:35]([C:34]1[CH:33]=[C:32]([CH:44]=[CH:43][CH:42]=1)[CH2:31][N:11]1[C:12](=[O:29])[C:13]2([CH2:18][CH2:17][N:16]([C:19]([O:21][CH2:22][C:23]3[CH:24]=[CH:25][CH:26]=[CH:27][CH:28]=3)=[O:20])[CH2:15][CH2:14]2)[N:9]([CH:3]2[CH2:4][CH2:5][CH2:6][CH2:7][CH2:8]2)[CH2:10]1)=[O:36])([CH3:41])([CH3:39])[CH3:40], predict the reactants needed to synthesize it. The reactants are: [H-].[Na+].[CH:3]1([N:9]2[C:13]3([CH2:18][CH2:17][N:16]([C:19]([O:21][CH2:22][C:23]4[CH:28]=[CH:27][CH:26]=[CH:25][CH:24]=4)=[O:20])[CH2:15][CH2:14]3)[C:12](=[O:29])[NH:11][CH2:10]2)[CH2:8][CH2:7][CH2:6][CH2:5][CH2:4]1.Br[CH2:31][C:32]1[CH:33]=[C:34]([CH:42]=[CH:43][CH:44]=1)[C:35]([O:37][C:38]([CH3:41])([CH3:40])[CH3:39])=[O:36].